This data is from Forward reaction prediction with 1.9M reactions from USPTO patents (1976-2016). The task is: Predict the product of the given reaction. (1) Given the reactants [C:1]([O:5][C:6]([N:8]1[C:12]2[N:13]=[CH:14][N:15]=[C:16]([N:17]3[CH2:24][C:21]4([CH2:23][CH2:22]4)[N:20]([S:25](=[O:28])(=[O:27])[NH2:26])[CH2:19][CH2:18]3)[C:11]=2[CH:10]=[CH:9]1)=[O:7])([CH3:4])([CH3:3])[CH3:2].C([O-])([O-])=O.[K+].[K+].Br[CH2:36][CH2:37][CH2:38][C:39]#[N:40].O, predict the reaction product. The product is: [C:1]([O:5][C:6]([N:8]1[C:12]2[N:13]=[CH:14][N:15]=[C:16]([N:17]3[CH2:24][C:21]4([CH2:23][CH2:22]4)[N:20]([S:25](=[O:27])(=[O:28])[N:26]([CH2:12][CH2:11][CH2:10][C:9]#[N:8])[CH2:36][CH2:37][CH2:38][C:39]#[N:40])[CH2:19][CH2:18]3)[C:11]=2[CH:10]=[CH:9]1)=[O:7])([CH3:4])([CH3:2])[CH3:3]. (2) Given the reactants [CH2:1]([O:3][C:4]([C:6]1[O:10][N:9]=[C:8]([C:11]2[CH:16]=[CH:15][C:14]([NH2:17])=[CH:13][CH:12]=2)[CH:7]=1)=[O:5])[CH3:2].Cl[C:19]1[S:20][C:21]2[CH:27]=[C:26]([F:28])[CH:25]=[CH:24][C:22]=2[N:23]=1.Cl.O1CCOCC1, predict the reaction product. The product is: [CH2:1]([O:3][C:4]([C:6]1[O:10][N:9]=[C:8]([C:11]2[CH:12]=[CH:13][C:14]([NH:17][C:19]3[S:20][C:21]4[CH:27]=[C:26]([F:28])[CH:25]=[CH:24][C:22]=4[N:23]=3)=[CH:15][CH:16]=2)[CH:7]=1)=[O:5])[CH3:2]. (3) The product is: [CH3:2][CH:19]1[C:18](=[O:21])[CH2:17][CH2:16][C:15]2([O:14][CH2:13][CH2:12][O:11]2)[CH2:20]1. Given the reactants [Li+].[CH3:2][Si]([N-][Si](C)(C)C)(C)C.[O:11]1[C:15]2([CH2:20][CH2:19][C:18](=[O:21])[CH2:17][CH2:16]2)[O:14][CH2:13][CH2:12]1.[Cl-].[NH4+], predict the reaction product. (4) Given the reactants [Br:1][C:2]1[CH:3]=[C:4]([N+:9]([O-:11])=[O:10])[C:5](Cl)=[N:6][CH:7]=1.[CH3:12][O-:13].[Na+].O, predict the reaction product. The product is: [Br:1][C:2]1[CH:3]=[C:4]([N+:9]([O-:11])=[O:10])[C:5]([O:13][CH3:12])=[N:6][CH:7]=1. (5) Given the reactants Cl[C:2]1[N:11]=[C:10](Cl)[N:9]=[C:8]2[C:3]=1[O:4][CH2:5][C@@H:6]1[CH2:15][CH2:14][CH2:13][N:7]12.[NH:16]1[CH2:21][CH2:20][O:19][CH2:18][CH2:17]1.C(N(CC)CC)C.CC1(C)C(C)(C)OB([C:37]2[CH:38]=[N:39][C:40]([NH2:43])=[N:41][CH:42]=2)O1.C(=O)([O-])[O-].[Na+].[Na+], predict the reaction product. The product is: [N:16]1([C:2]2[N:11]=[C:10]([C:37]3[CH:38]=[N:39][C:40]([NH2:43])=[N:41][CH:42]=3)[N:9]=[C:8]3[C:3]=2[O:4][CH2:5][C@@H:6]2[CH2:15][CH2:14][CH2:13][N:7]23)[CH2:21][CH2:20][O:19][CH2:18][CH2:17]1. (6) Given the reactants I[C:2]1[C:10]2[C:9]([O:11][CH3:12])=[N:8][CH:7]=[N:6][C:5]=2[N:4]([C@@H:13]2[O:19][C@H:18]([CH2:20][OH:21])[C@@H:16]([OH:17])[C@H:14]2[OH:15])[CH:3]=1.[C:22]1(B(O)O)[CH:27]=[CH:26][CH:25]=[CH:24][CH:23]=1, predict the reaction product. The product is: [CH3:12][O:11][C:9]1[C:10]2[C:2]([C:22]3[CH:27]=[CH:26][CH:25]=[CH:24][CH:23]=3)=[CH:3][N:4]([C@@H:13]3[O:19][C@H:18]([CH2:20][OH:21])[C@@H:16]([OH:17])[C@H:14]3[OH:15])[C:5]=2[N:6]=[CH:7][N:8]=1. (7) Given the reactants [Cl:1][C:2]1[CH:7]=[C:6]2[NH:8][C:9](=[O:32])[C:10]3([CH:15]([C:16]4[CH:21]=[C:20]([C:22]([O:24]C)=[O:23])[CH:19]=[C:18]([Cl:26])[CH:17]=4)[CH2:14][C:13](=[O:27])[NH:12][CH:11]3[C:28](=[CH2:31])[CH2:29][CH3:30])[C:5]2=[CH:4][CH:3]=1.O1CCCC1.[OH-].[Na+], predict the reaction product. The product is: [Cl:1][C:2]1[CH:7]=[C:6]2[NH:8][C:9](=[O:32])[C:10]3([CH:15]([C:16]4[CH:21]=[C:20]([C:22]([OH:24])=[O:23])[CH:19]=[C:18]([Cl:26])[CH:17]=4)[CH2:14][C:13](=[O:27])[NH:12][CH:11]3[C:28](=[CH2:31])[CH2:29][CH3:30])[C:5]2=[CH:4][CH:3]=1.